Dataset: Reaction yield outcomes from USPTO patents with 853,638 reactions. Task: Predict the reaction yield, written as a fraction of the theoretical maximum amount of product (1.0 means a 100% yield; for example, 0.34 means a 34% yield). The reactants are Cl.[CH3:2][NH:3][CH2:4][CH2:5][C:6]([C:8]1[S:9][CH:10]=[CH:11][CH:12]=1)=[O:7].C(O)C.[OH-].[Na+].[Na]. The catalyst is O.CC(C)=O. The product is [CH3:2][NH:3][CH2:4][CH2:5][CH:6]([C:8]1[S:9][CH:10]=[CH:11][CH:12]=1)[OH:7]. The yield is 0.840.